From a dataset of Reaction yield outcomes from USPTO patents with 853,638 reactions. Predict the reaction yield, written as a fraction of the theoretical maximum amount of product (1.0 means a 100% yield; for example, 0.34 means a 34% yield). (1) The reactants are [NH:1]1[C:5]2=[N:6][CH:7]=[CH:8][CH:9]=[C:4]2[C:3]([C:10]([O:12][CH3:13])=[O:11])=[N:2]1.C([O-])(=O)C.[Na+].[Br:19]Br.O. The catalyst is C(O)(=O)C. The product is [Br:19][C:8]1[CH:9]=[C:4]2[C:3]([C:10]([O:12][CH3:13])=[O:11])=[N:2][NH:1][C:5]2=[N:6][CH:7]=1. The yield is 0.300. (2) The reactants are [O:1]=[C:2]1[NH:7][C:6]2[CH:8]=[C:9]([C:12](OC)=[O:13])[CH:10]=[N:11][C:5]=2[N:4]2[CH2:16][CH2:17][CH2:18][CH2:19][CH:3]12.[H-].[Na+].[H-].[Al+3].[Li+].[H-].[H-].[H-].CO. The catalyst is O1CCCC1.O.C(OCC)(=O)C. The product is [OH:13][CH2:12][C:9]1[CH:10]=[N:11][C:5]2[N:4]3[CH2:16][CH2:17][CH2:18][CH2:19][CH:3]3[C:2](=[O:1])[NH:7][C:6]=2[CH:8]=1. The yield is 0.960. (3) The reactants are Br[C:2]1[CH:3]=[CH:4][C:5]([CH3:8])=[N:6][CH:7]=1.[CH2:9](C([Sn])=C(CCCC)CCCC)[CH2:10]CC. The catalyst is CN(C=O)C.C1COCC1.O.C1C=CC([P]([Pd]([P](C2C=CC=CC=2)(C2C=CC=CC=2)C2C=CC=CC=2)([P](C2C=CC=CC=2)(C2C=CC=CC=2)C2C=CC=CC=2)[P](C2C=CC=CC=2)(C2C=CC=CC=2)C2C=CC=CC=2)(C2C=CC=CC=2)C2C=CC=CC=2)=CC=1. The product is [CH3:8][C:5]1[CH:4]=[CH:3][C:2]([CH:9]=[CH2:10])=[CH:7][N:6]=1. The yield is 0.470. (4) The reactants are [C:1]([C:5]1[CH:10]=[C:9]([Br:11])[C:8]([N+:12]([O-:14])=[O:13])=[CH:7][C:6]=1[OH:15])([CH3:4])([CH3:3])[CH3:2].C([O-])([O-])=O.[Cs+].[Cs+].[CH2:22](Br)[C:23]1[CH:28]=[CH:27][CH:26]=[CH:25][CH:24]=1. The catalyst is CN(C=O)C.O. The product is [C:1]([C:5]1[CH:10]=[C:9]([Br:11])[C:8]([N+:12]([O-:14])=[O:13])=[CH:7][C:6]=1[O:15][CH2:22][C:23]1[CH:28]=[CH:27][CH:26]=[CH:25][CH:24]=1)([CH3:4])([CH3:2])[CH3:3]. The yield is 0.940. (5) The reactants are [NH2:1][C:2]1[CH:7]=[CH:6][C:5]([Cl:8])=[CH:4][C:3]=1[C:9]([C:11]1[CH:16]=[CH:15][CH:14]=[CH:13][CH:12]=1)=O.[CH2:17]([O:19][C:20](=[O:27])[CH2:21][C:22](OCC)=[O:23])[CH3:18].C1CCN2C(=NCCC2)CC1. No catalyst specified. The product is [CH2:17]([O:19][C:20]([C:21]1[C:22](=[O:23])[NH:1][C:2]2[C:3]([C:9]=1[C:11]1[CH:16]=[CH:15][CH:14]=[CH:13][CH:12]=1)=[CH:4][C:5]([Cl:8])=[CH:6][CH:7]=2)=[O:27])[CH3:18]. The yield is 0.490. (6) The reactants are [Cl:1][C:2]1[CH:7]=[CH:6][C:5]([C:8]2[S:9][CH:10]=[C:11]([CH2:13][C:14]#[N:15])[N:12]=2)=[CH:4][CH:3]=1.Cl.Cl[CH2:18][CH2:19][N:20]([CH2:22][CH2:23]Cl)[CH3:21]. No catalyst specified. The product is [Cl:1][C:2]1[CH:3]=[CH:4][C:5]([C:8]2[S:9][CH:10]=[C:11]([C:13]3([C:14]#[N:15])[CH2:23][CH2:22][N:20]([CH3:21])[CH2:19][CH2:18]3)[N:12]=2)=[CH:6][CH:7]=1. The yield is 0.320. (7) The reactants are [NH2:1][C:2]1[CH:3]=[C:4]([F:9])[CH:5]=[CH:6][C:7]=1[NH2:8].[C:10](=S)=[S:11]. The catalyst is CO. The product is [F:9][C:4]1[CH:5]=[CH:6][C:7]2[NH:8][C:10]([SH:11])=[N:1][C:2]=2[CH:3]=1. The yield is 0.982. (8) The reactants are [Br:1][C:2]1[CH:3]=[C:4]([N+:12]([O-:14])=[O:13])[C:5]([CH3:11])=[C:6]([CH:10]=1)[C:7]([OH:9])=[O:8].IC.[C:17](=O)([O-])[O-].[Na+].[Na+]. The catalyst is CN(C=O)C. The product is [Br:1][C:2]1[CH:3]=[C:4]([N+:12]([O-:14])=[O:13])[C:5]([CH3:11])=[C:6]([CH:10]=1)[C:7]([O:9][CH3:17])=[O:8]. The yield is 0.945. (9) The reactants are Br[C:2]1[C:10]2[C:5](=[CH:6][N:7]=[C:8]([C:11]3[O:12][C:13]([CH3:16])=[N:14][N:15]=3)[CH:9]=2)[O:4][CH:3]=1.[F:17][C:18]([F:30])([F:29])[O:19][C:20]1[CH:25]=[CH:24][C:23](B(O)O)=[CH:22][CH:21]=1. No catalyst specified. The product is [CH3:16][C:13]1[O:12][C:11]([C:8]2[CH:9]=[C:10]3[C:2]([C:23]4[CH:22]=[CH:21][C:20]([O:19][C:18]([F:17])([F:29])[F:30])=[CH:25][CH:24]=4)=[CH:3][O:4][C:5]3=[CH:6][N:7]=2)=[N:15][N:14]=1. The yield is 0.250. (10) The reactants are [NH:1]1[C:9]2[C:4](=[CH:5][C:6]([C:10]([OH:12])=O)=[CH:7][CH:8]=2)[CH:3]=[N:2]1.[CH:13]1([C@H:19]([NH2:21])[CH3:20])[CH2:18][CH2:17][CH2:16][CH2:15][CH2:14]1.CN(C(ON1N=NC2C=CC=CC1=2)=[N+](C)C)C.[B-](F)(F)(F)F.CCN(C(C)C)C(C)C. The catalyst is CN(C=O)C. The product is [CH:13]1([C@H:19]([NH:21][C:10]([C:6]2[CH:5]=[C:4]3[C:9](=[CH:8][CH:7]=2)[NH:1][N:2]=[CH:3]3)=[O:12])[CH3:20])[CH2:18][CH2:17][CH2:16][CH2:15][CH2:14]1. The yield is 0.960.